From a dataset of Full USPTO retrosynthesis dataset with 1.9M reactions from patents (1976-2016). Predict the reactants needed to synthesize the given product. (1) Given the product [NH:35]1[C:43]2[C:38](=[C:39]([C:44]3[CH:52]=[C:51]4[C:47]([CH:48]=[N:49][NH:50]4)=[C:46]([NH:59][C:8]([C:6]4[CH:5]=[CH:4][CH:3]=[C:2]([CH3:1])[N:7]=4)=[O:10])[CH:45]=3)[CH:40]=[CH:41][CH:42]=2)[CH:37]=[CH:36]1, predict the reactants needed to synthesize it. The reactants are: [CH3:1][C:2]1[N:7]=[C:6]([C:8]([OH:10])=O)[CH:5]=[CH:4][CH:3]=1.F[P-](F)(F)(F)(F)F.N1(OC(N(C)C)=[N+](C)C)C2N=CC=CC=2N=N1.[NH:35]1[C:43]2[C:38](=[C:39]([C:44]3[CH:45]=[C:46]([NH2:59])[C:47]4[C:51]([CH:52]=3)=[N:50][N:49](C3CCCCO3)[CH:48]=4)[CH:40]=[CH:41][CH:42]=2)[CH:37]=[CH:36]1. (2) Given the product [C:1]([C:3]1[C:4]([N:18]2[CH2:21][CH:20]([C:22]([NH:36][S:33]([CH2:32][C:28]3[CH:29]=[CH:30][CH:31]=[C:26]([CH3:25])[CH:27]=3)(=[O:34])=[O:35])=[O:23])[CH2:19]2)=[N:5][C:6]([C:14]([F:15])([F:16])[F:17])=[C:7]([CH:8]=1)[C:9]([O:11][CH2:12][CH3:13])=[O:10])#[N:2], predict the reactants needed to synthesize it. The reactants are: [C:1]([C:3]1[C:4]([N:18]2[CH2:21][CH:20]([C:22](O)=[O:23])[CH2:19]2)=[N:5][C:6]([C:14]([F:17])([F:16])[F:15])=[C:7]([C:9]([O:11][CH2:12][CH3:13])=[O:10])[CH:8]=1)#[N:2].[CH3:25][C:26]1[CH:27]=[C:28]([CH2:32][S:33]([NH2:36])(=[O:35])=[O:34])[CH:29]=[CH:30][CH:31]=1. (3) The reactants are: [Cl:1][C:2]1[CH:7]=[CH:6][CH:5]=[CH:4][C:3]=1[C:8]1[CH:17]=[C:16]([O:18][CH:19]2[CH2:23][CH2:22][NH:21][CH2:20]2)[CH:15]=[C:14]2[C:9]=1[CH2:10][CH2:11][C:12](=[O:32])[N:13]2[C:24]1[C:29]([Cl:30])=[CH:28][CH:27]=[CH:26][C:25]=1[Cl:31].C=O.[C:35]([BH3-])#N.[Na+]. Given the product [Cl:1][C:2]1[CH:7]=[CH:6][CH:5]=[CH:4][C:3]=1[C:8]1[CH:17]=[C:16]([O:18][CH:19]2[CH2:23][CH2:22][N:21]([CH3:35])[CH2:20]2)[CH:15]=[C:14]2[C:9]=1[CH2:10][CH2:11][C:12](=[O:32])[N:13]2[C:24]1[C:25]([Cl:31])=[CH:26][CH:27]=[CH:28][C:29]=1[Cl:30], predict the reactants needed to synthesize it. (4) Given the product [CH2:12]([O:14][C:15]([C@@H:16]1[CH2:21][CH2:20][CH2:19][N:18]([S:8]([C:3]2[CH:4]=[CH:5][CH:6]=[CH:7][C:2]=2[Cl:1])(=[O:10])=[O:9])[CH2:17]1)=[O:22])[CH3:13], predict the reactants needed to synthesize it. The reactants are: [Cl:1][C:2]1[CH:7]=[CH:6][CH:5]=[CH:4][C:3]=1[S:8](Cl)(=[O:10])=[O:9].[CH2:12]([O:14][C:15](=[O:22])[C@@H:16]1[CH2:21][CH2:20][CH2:19][NH:18][CH2:17]1)[CH3:13].C(N(CC)CC)C.